From a dataset of Catalyst prediction with 721,799 reactions and 888 catalyst types from USPTO. Predict which catalyst facilitates the given reaction. (1) Reactant: [C:1]([O:5][C:6]([N:8]1[CH2:12][CH:11]([CH2:13][CH3:14])[CH2:10][C@H:9]1[C:15]([OH:17])=[O:16])=[O:7])([CH3:4])([CH3:3])[CH3:2].[CH:18]1[CH:23]=[CH:22][C:21]([CH2:24]Br)=[CH:20][CH:19]=1. Product: [CH2:13]([CH:11]1[CH2:12][N:8]([C:6]([O:5][C:1]([CH3:2])([CH3:3])[CH3:4])=[O:7])[C@H:9]([C:15]([O:17][CH2:24][C:21]2[CH:22]=[CH:23][CH:18]=[CH:19][CH:20]=2)=[O:16])[CH2:10]1)[CH3:14]. The catalyst class is: 1. (2) Reactant: C(O[C:4]([C:6]1[N:14]([CH3:15])[C:13]2[CH:12]=[CH:11][N:10]=[C:9](CC)[C:8]=2[C:7]=1[NH:18][C:19]1[CH:24]=[CH:23][C:22]([I:25])=[CH:21][C:20]=1[F:26])=[O:5])C.[OH-].[Na+].[CH:29]([O:31][CH2:32][CH2:33][O:34][NH2:35])=[CH2:30].CCN=C=NCCCN(C)C.C1C=CC2N(O)N=NC=2C=1.CCN(C(C)C)C(C)C. Product: [CH:29]([O:31][CH2:32][CH2:33][O:34][NH:35][C:4]([C:6]1[N:14]([CH3:15])[C:13]2[CH:12]=[CH:11][N:10]=[CH:9][C:8]=2[C:7]=1[NH:18][C:19]1[CH:24]=[CH:23][C:22]([I:25])=[CH:21][C:20]=1[F:26])=[O:5])=[CH2:30]. The catalyst class is: 36.